From a dataset of NCI-60 drug combinations with 297,098 pairs across 59 cell lines. Regression. Given two drug SMILES strings and cell line genomic features, predict the synergy score measuring deviation from expected non-interaction effect. (1) Drug 1: C1=NC(=NC(=O)N1C2C(C(C(O2)CO)O)O)N. Drug 2: C(=O)(N)NO. Cell line: T-47D. Synergy scores: CSS=-3.08, Synergy_ZIP=1.36, Synergy_Bliss=3.95, Synergy_Loewe=-8.63, Synergy_HSA=-1.05. (2) Drug 1: C1CCC(CC1)NC(=O)N(CCCl)N=O. Drug 2: CC1=CC=C(C=C1)C2=CC(=NN2C3=CC=C(C=C3)S(=O)(=O)N)C(F)(F)F. Cell line: SK-OV-3. Synergy scores: CSS=3.27, Synergy_ZIP=-3.10, Synergy_Bliss=-4.63, Synergy_Loewe=-4.74, Synergy_HSA=-4.38. (3) Drug 1: CN(CCCl)CCCl.Cl. Drug 2: C1CCC(C(C1)N)N.C(=O)(C(=O)[O-])[O-].[Pt+4]. Cell line: HCT-15. Synergy scores: CSS=50.0, Synergy_ZIP=-10.3, Synergy_Bliss=-9.34, Synergy_Loewe=-4.04, Synergy_HSA=-2.08. (4) Drug 1: CC12CCC(CC1=CCC3C2CCC4(C3CC=C4C5=CN=CC=C5)C)O. Drug 2: CC1OCC2C(O1)C(C(C(O2)OC3C4COC(=O)C4C(C5=CC6=C(C=C35)OCO6)C7=CC(=C(C(=C7)OC)O)OC)O)O. Cell line: NCI-H522. Synergy scores: CSS=34.5, Synergy_ZIP=6.05, Synergy_Bliss=6.66, Synergy_Loewe=-0.710, Synergy_HSA=7.21.